The task is: Predict the reactants needed to synthesize the given product.. This data is from Full USPTO retrosynthesis dataset with 1.9M reactions from patents (1976-2016). (1) Given the product [CH:1]([NH:4][C:5](=[O:26])[O:6][CH2:7][C:8]1([CH2:21][CH2:22][CH:23]([CH3:25])[CH3:24])[C:17]2[C:12](=[CH:13][CH:14]=[CH:15][CH:16]=2)[C:11](=[O:18])[CH2:10][C:9]1=[O:19])([CH3:3])[CH3:2], predict the reactants needed to synthesize it. The reactants are: [CH:1]([NH:4][C:5](=[O:26])[O:6][CH2:7][C:8]1([CH2:21][CH2:22][CH:23]([CH3:25])[CH3:24])[C:17]2[C:12](=[CH:13][CH:14]=[CH:15][CH:16]=2)[C:11](=[O:18])[CH:10]=[C:9]1[O:19]C)([CH3:3])[CH3:2].I[Si](C)(C)C. (2) Given the product [Br:54][C:19]1[CH:18]=[C:17]([NH:16][C:11]2[N:10]=[C:9]([NH:8][C:6]3[CH:7]=[C:2]([CH:52]=[CH2:53])[CH:3]=[CH:4][C:5]=3[O:80][CH3:81])[C:14]([Cl:15])=[CH:13][N:12]=2)[CH:22]=[CH:21][C:20]=1[N:23]1[CH2:24][CH2:25][N:26]([CH3:29])[CH2:27][CH2:28]1, predict the reactants needed to synthesize it. The reactants are: Br[C:2]1[CH:3]=[CH:4][C:5](S(C(C)C)(=O)=O)=[C:6]([NH:8][C:9]2[C:14]([Cl:15])=[CH:13][N:12]=[C:11]([NH:16][C:17]3[CH:22]=[CH:21][C:20]([N:23]4[CH2:28][CH2:27][N:26]([CH3:29])[CH2:25][CH2:24]4)=[C:19](C=C)[CH:18]=3)[N:10]=2)[CH:7]=1.CN1CCN(C2C=CC(N)=CC=2[CH:52]=[CH2:53])CC1.[Br:54]C1C=CC(S(C(C)C)(=O)=O)=C(NC2C(Cl)=CN=C(Cl)N=2)C=1.COCC[O:80][CH3:81]. (3) Given the product [C:17]1([CH:10]([N:7]2[C:6]3[CH:23]=[C:2]([NH:1][C:28](=[O:29])[C:27]4[C:26]([OH:36])=[C:25]([Cl:24])[CH:33]=[C:32]([Cl:34])[C:31]=4[Cl:35])[CH:3]=[CH:4][C:5]=3[N:9]=[CH:8]2)[CH2:11][C:12]([OH:14])=[O:13])[CH:18]=[CH:19][CH:20]=[CH:21][CH:22]=1, predict the reactants needed to synthesize it. The reactants are: [NH2:1][C:2]1[CH:3]=[CH:4][C:5]2[N:9]=[CH:8][N:7]([CH:10]([C:17]3[CH:22]=[CH:21][CH:20]=[CH:19][CH:18]=3)[CH2:11][C:12]([O:14]CC)=[O:13])[C:6]=2[CH:23]=1.[Cl:24][C:25]1[CH:33]=[C:32]([Cl:34])[C:31]([Cl:35])=[C:27]([C:28](O)=[O:29])[C:26]=1[OH:36]. (4) Given the product [CH3:37][C:23]1([CH3:22])[CH2:28][CH2:27][CH2:26][CH:25]([CH3:29])[CH:24]1[CH2:30][CH2:31][CH:32]([OH:36])[CH2:33][CH2:34][CH3:35], predict the reactants needed to synthesize it. The reactants are: CC1CCCC(C)(C)C=1.C=CC(=O)CCC.[O-2].[Al+3].[O-2].[O-2].[Al+3].[CH3:22][C:23]1([CH3:37])[CH2:28][CH2:27][CH2:26][C@H:25]([CH3:29])[C@@H:24]1[CH2:30][CH2:31][CH:32]([OH:36])[CH2:33][CH2:34][CH3:35]. (5) Given the product [Cl:1][C:2]1[CH:7]=[CH:6][C:5]([CH:8]2[C:14]3[CH:15]=[C:16]([C:18]4[CH:19]=[CH:20][N:21]=[CH:22][CH:23]=4)[S:17][C:13]=3[CH2:12][CH2:11][CH2:10][CH:9]2[OH:24])=[CH:4][CH:3]=1, predict the reactants needed to synthesize it. The reactants are: [Cl:1][C:2]1[CH:7]=[CH:6][C:5]([C:8]2(O)[C:14]3[CH:15]=[C:16]([C:18]4[CH:23]=[CH:22][N:21]=[CH:20][CH:19]=4)[S:17][C:13]=3[CH2:12][CH2:11][CH2:10][CH:9]2[OH:24])=[CH:4][CH:3]=1.ClCCCl.C([SiH](CC)CC)C.FC(F)(F)S(O)(=O)=O.C([O-])(O)=O.[Na+]. (6) The reactants are: [N+]([N:4]1[CH:12]=[C:11]2[C:6]([CH:7]=[CH:8][C:9]([N+:13]([O-:15])=[O:14])=[CH:10]2)=[N:5]1)([O-])=O.[CH3:16][N:17]([CH3:22])[CH2:18][CH2:19][CH2:20][NH2:21]. Given the product [CH3:16][N:17]([CH3:22])[CH2:18][CH2:19][CH2:20][NH:21][C:12]1[C:11]2[C:6](=[CH:7][CH:8]=[C:9]([N+:13]([O-:15])=[O:14])[CH:10]=2)[NH:5][N:4]=1, predict the reactants needed to synthesize it. (7) Given the product [CH:3]1([C:6]2[NH:10][N:9]=[C:8]([NH:14][C:15]3[C:20]([OH:1])=[CH:19][N:18]=[C:17]([C:30]4[CH:35]=[CH:34][CH:33]=[CH:32][CH:31]=4)[N:16]=3)[CH:7]=2)[CH2:5][CH2:4]1, predict the reactants needed to synthesize it. The reactants are: [OH:1]O.[CH:3]1([C:6]2[N:10](C(=O)C)[N:9]=[C:8]([NH:14][C:15]3[C:20](B4OC(C)(C)C(C)(C)O4)=[CH:19][N:18]=[C:17]([C:30]4[CH:35]=[CH:34][CH:33]=[CH:32][CH:31]=4)[N:16]=3)[CH:7]=2)[CH2:5][CH2:4]1.O. (8) Given the product [C:1]1([N:7]([C:16]2[CH:21]=[CH:20][CH:19]=[CH:18][CH:17]=2)[C:8]2[CH:15]=[CH:14][C:11]([CH:12]=[CH:22][C:23]3[CH:26]=[CH:14][C:11]([CH:10]=[CH2:9])=[CH:12][CH:24]=3)=[CH:10][CH:9]=2)[CH:6]=[CH:5][CH:4]=[CH:3][CH:2]=1, predict the reactants needed to synthesize it. The reactants are: [C:1]1([N:7]([C:16]2[CH:21]=[CH:20][CH:19]=[CH:18][CH:17]=2)[C:8]2[CH:15]=[CH:14][C:11]([CH:12]=O)=[CH:10][CH:9]=2)[CH:6]=[CH:5][CH:4]=[CH:3][CH:2]=1.[CH3:22][C:23]([CH3:26])([O-])[CH3:24].[K+].